This data is from Reaction yield outcomes from USPTO patents with 853,638 reactions. The task is: Predict the reaction yield, written as a fraction of the theoretical maximum amount of product (1.0 means a 100% yield; for example, 0.34 means a 34% yield). (1) The reactants are [NH2:1][C:2]1[C:7]([C:8]2[CH:20]=[CH:19][C:11]([C:12]([O:14][C:15]([CH3:18])([CH3:17])[CH3:16])=[O:13])=[C:10]([F:21])[CH:9]=2)=[CH:6][C:5](Br)=[CH:4][N:3]=1.C(=O)([O-])[O-].[Na+].[Na+].[CH2:29]([N:31]1[CH:35]=[C:34](B2OC(C)(C)C(C)(C)O2)[CH:33]=[N:32]1)[CH3:30]. The catalyst is COCCOC.C1C=CC(P(C2C=CC=CC=2)[C-]2C=CC=C2)=CC=1.C1C=CC(P(C2C=CC=CC=2)[C-]2C=CC=C2)=CC=1.Cl[Pd]Cl.[Fe+2].C(Cl)Cl. The product is [NH2:1][C:2]1[C:7]([C:8]2[CH:20]=[CH:19][C:11]([C:12]([O:14][C:15]([CH3:18])([CH3:17])[CH3:16])=[O:13])=[C:10]([F:21])[CH:9]=2)=[CH:6][C:5]([C:34]2[CH:33]=[N:32][N:31]([CH2:29][CH3:30])[CH:35]=2)=[CH:4][N:3]=1. The yield is 0.770. (2) The reactants are [CH3:1][C:2]1[C:6]([CH2:7][N:8]2[CH:12]=[C:11]([N:13]3[C:17](=[O:18])[CH2:16][NH:15][C:14]3=[O:19])[CH:10]=[N:9]2)=[C:5]([CH3:20])[O:4][N:3]=1.[CH3:21][O:22][C:23]1[CH:31]=[CH:30][CH:29]=[CH:28][C:24]=1[CH2:25][CH2:26]Br. No catalyst specified. The product is [CH3:1][C:2]1[C:6]([CH2:7][N:8]2[CH:12]=[C:11]([N:13]3[C:17](=[O:18])[CH2:16][N:15]([CH2:26][CH2:25][C:24]4[CH:28]=[CH:29][CH:30]=[CH:31][C:23]=4[O:22][CH3:21])[C:14]3=[O:19])[CH:10]=[N:9]2)=[C:5]([CH3:20])[O:4][N:3]=1. The yield is 0.520.